From a dataset of Forward reaction prediction with 1.9M reactions from USPTO patents (1976-2016). Predict the product of the given reaction. (1) Given the reactants [CH3:1][C:2]1[CH:39]=[C:38]([CH3:40])[CH:37]=[CH:36][C:3]=1[O:4][CH2:5][C@H:6]([OH:35])[CH2:7][NH:8][C:9]1[CH:14]=[CH:13][NH:12][C:11](=[O:15])[C:10]=1[C:16]1[NH:27][C:26]2[C:18](=[CH:19][C:20]3[CH2:21][N:22]([CH:29]4[CH2:34][CH2:33][NH:32][CH2:31][CH2:30]4)[C:23](=[O:28])[C:24]=3[CH:25]=2)[N:17]=1.Cl[CH2:42][CH2:43][S:44][CH3:45].C([O-])([O-])=O.[Na+].[Na+].[Na+].[I-], predict the reaction product. The product is: [CH3:1][C:2]1[CH:39]=[C:38]([CH3:40])[CH:37]=[CH:36][C:3]=1[O:4][CH2:5][CH:6]([OH:35])[CH2:7][NH:8][C:9]1[CH:14]=[CH:13][NH:12][C:11](=[O:15])[C:10]=1[C:16]1[NH:27][C:26]2[C:18](=[CH:19][C:20]3[CH2:21][N:22]([CH:29]4[CH2:30][CH2:31][N:32]([CH2:42][CH2:43][S:44][CH3:45])[CH2:33][CH2:34]4)[C:23](=[O:28])[C:24]=3[CH:25]=2)[N:17]=1. (2) Given the reactants [N+:1]([C:4]1[CH:5]=[N:6][C:7]([O:10][CH2:11][CH2:12][CH2:13][N:14]2[CH2:19][CH2:18][CH2:17][CH2:16][CH2:15]2)=[N:8][CH:9]=1)([O-])=O, predict the reaction product. The product is: [NH2:1][C:4]1[CH:5]=[N:6][C:7]([O:10][CH2:11][CH2:12][CH2:13][N:14]2[CH2:19][CH2:18][CH2:17][CH2:16][CH2:15]2)=[N:8][CH:9]=1. (3) Given the reactants [CH3:1][C:2]1[N:3]=[C:4]([NH2:7])[S:5][CH:6]=1.[Cl:8][C:9]1[CH:14]=[C:13]([S:15][C:16]2[CH:21]=[CH:20][CH:19]=[CH:18][C:17]=2[CH:22]([CH3:24])[CH3:23])[CH:12]=[CH:11][N:10]=1.P([O-])([O-])([O-])=O.[K+].[K+].[K+].C1(P(C2C=CC=CC=2)C2C3OC4C(=CC=CC=4P(C4C=CC=CC=4)C4C=CC=CC=4)C(C)(C)C=3C=CC=2)C=CC=CC=1, predict the reaction product. The product is: [ClH:8].[CH:22]([C:17]1[CH:18]=[CH:19][CH:20]=[CH:21][C:16]=1[S:15][C:13]1[CH:12]=[CH:11][N:10]=[C:9]([NH:7][C:4]2[S:5][CH:6]=[C:2]([CH3:1])[N:3]=2)[CH:14]=1)([CH3:24])[CH3:23]. (4) The product is: [Br:1][C:2]([F:10])([F:9])[C:3]([F:8])([F:7])[CH2:4][CH2:5][CH:18]([S:15]([CH2:14][CH2:13][C:12]([F:23])([F:24])[F:11])(=[O:17])=[O:16])[C:19]([O:21][CH3:22])=[O:20]. Given the reactants [Br:1][C:2]([F:10])([F:9])[C:3]([F:8])([F:7])[CH2:4][CH2:5]Br.[F:11][C:12]([F:24])([F:23])[CH2:13][CH2:14][S:15]([CH2:18][C:19]([O:21][CH3:22])=[O:20])(=[O:17])=[O:16].[H-].[Na+].Cl, predict the reaction product. (5) Given the reactants [CH:1]1([N:7]([C:21]([NH:23][N:24]([CH3:26])[CH3:25])=[O:22])[CH:8]2[CH2:13][CH2:12][N:11](C(OC(C)(C)C)=O)[CH2:10][CH2:9]2)[CH2:6][CH2:5][CH2:4][CH2:3][CH2:2]1, predict the reaction product. The product is: [CH:1]1([N:7]([CH:8]2[CH2:13][CH2:12][NH:11][CH2:10][CH2:9]2)[C:21]([NH:23][N:24]([CH3:26])[CH3:25])=[O:22])[CH2:6][CH2:5][CH2:4][CH2:3][CH2:2]1. (6) The product is: [ClH:34].[F:26][C:22]1[CH:21]=[C:20]([CH:25]=[CH:24][CH:23]=1)[CH2:19][C@@H:17]1[CH2:16][NH:15][C@H:14]([C:12]([OH:13])=[O:11])[CH2:18]1. Given the reactants C(C1CCC(C)CC1[O:11][C:12]([CH:14]1[CH2:18][CH:17]([CH2:19][C:20]2[CH:25]=[CH:24][CH:23]=[C:22]([F:26])[CH:21]=2)[CH2:16][N:15]1C(OC(C)(C)C)=O)=[O:13])(C)C.[ClH:34], predict the reaction product.